From a dataset of Reaction yield outcomes from USPTO patents with 853,638 reactions. Predict the reaction yield, written as a fraction of the theoretical maximum amount of product (1.0 means a 100% yield; for example, 0.34 means a 34% yield). (1) The reactants are C(OC([N:8]1[C:17]2[C:12](=[CH:13][CH:14]=[C:15]([NH:18][C:19]([C:21]3[C:30](=[O:31])[C:29]4[C:24](=[CH:25][CH:26]=[CH:27][CH:28]=4)[NH:23][CH:22]=3)=[O:20])[CH:16]=2)[CH2:11][CH2:10][CH2:9]1)=O)(C)(C)C.C(O)(C(F)(F)F)=O. The catalyst is C(Cl)Cl. The product is [O:31]=[C:30]1[C:29]2[C:24](=[CH:25][CH:26]=[CH:27][CH:28]=2)[NH:23][CH:22]=[C:21]1[C:19]([NH:18][C:15]1[CH:16]=[C:17]2[C:12]([CH2:11][CH2:10][CH2:9][NH:8]2)=[CH:13][CH:14]=1)=[O:20]. The yield is 0.320. (2) The reactants are [NH2:1][C:2]1[CH:9]=[C:8]([O:10][CH2:11][CH:12]2[CH2:17][CH2:16][N:15]([CH3:18])[CH2:14][CH2:13]2)[C:7]([O:19][CH3:20])=[CH:6][C:3]=1[C:4]#[N:5].[CH3:21][N:22]([CH:24]=O)[CH3:23].C[C:21]([N:22]([CH3:24])[CH3:23])=O. The catalyst is C1(C)C=CC=CC=1. The product is [C:4]([C:3]1[CH:6]=[C:7]([O:19][CH3:20])[C:8]([O:10][CH2:11][CH:12]2[CH2:13][CH2:14][N:15]([CH3:18])[CH2:16][CH2:17]2)=[CH:9][C:2]=1[N:1]=[CH:21][N:22]([CH3:24])[CH3:23])#[N:5]. The yield is 0.800. (3) The reactants are [F:1][C:2]1([F:50])[CH2:16][CH2:15][CH2:14][CH2:13][CH2:12][C@H:11]([NH:17][C:18]([C:20]2[CH:24]=[C:23]([CH3:25])[O:22][N:21]=2)=[O:19])[C:10](=[O:26])[N:9]2[CH2:27][C@H:28]([O:30][C:31]3[N:32]=[C:33]4[C:38](=[C:39]5[C:44]=3[CH:43]=[CH:42][CH:41]=[CH:40]5)[CH:37]=[CH:36][CH:35]=[CH:34]4)[CH2:29][C@H:8]2[C:7](=[O:45])[NH:6][C@:5]2([C:47](O)=[O:48])[CH2:46][C@H:4]2[CH2:3]1.[N:51]1(C(N2C=CN=C2)=O)C=CN=C1.C[S:64]([CH:67]1[CH2:69][CH2:68]1)(=[O:66])=[O:65].N1CCCN2CCCCCC=12. The catalyst is ClC(Cl)C.C(OCC)(=O)C. The product is [CH:67]1([S:64]([NH:51][C:47]([C@@:5]23[CH2:46][C@H:4]2[CH2:3][C:2]([F:50])([F:1])[CH2:16][CH2:15][CH2:14][CH2:13][CH2:12][C@H:11]([NH:17][C:18]([C:20]2[CH:24]=[C:23]([CH3:25])[O:22][N:21]=2)=[O:19])[C:10](=[O:26])[N:9]2[CH2:27][C@H:28]([O:30][C:31]4[N:32]=[C:33]5[C:38](=[C:39]6[C:44]=4[CH:43]=[CH:42][CH:41]=[CH:40]6)[CH:37]=[CH:36][CH:35]=[CH:34]5)[CH2:29][C@H:8]2[C:7](=[O:45])[NH:6]3)=[O:48])(=[O:66])=[O:65])[CH2:69][CH2:68]1. The yield is 0.663. (4) The reactants are [F:1][C:2]([F:24])([F:23])[C:3]1[CH:4]=[C:5]([C:13]2[N:17]=[CH:16][N:15](/[CH:18]=[CH:19]\[C:20](O)=[O:21])[N:14]=2)[CH:6]=[C:7]([C:9]([F:12])([F:11])[F:10])[CH:8]=1.[CH2:25]([N:32]1[CH2:37][CH2:36][N:35]([NH2:38])[CH2:34][CH2:33]1)[C:26]1[CH:31]=[CH:30][CH:29]=[CH:28][CH:27]=1.CCOC(C)=O.C(P1(=O)OP(CCC)(=O)OP(CCC)(=O)O1)CC. The catalyst is CCN(C(C)C)C(C)C.C(Cl)Cl.CO. The product is [CH2:25]([N:32]1[CH2:33][CH2:34][N:35]([NH:38][C:20](=[O:21])/[CH:19]=[CH:18]\[N:15]2[CH:16]=[N:17][C:13]([C:5]3[CH:4]=[C:3]([C:2]([F:24])([F:1])[F:23])[CH:8]=[C:7]([C:9]([F:11])([F:10])[F:12])[CH:6]=3)=[N:14]2)[CH2:36][CH2:37]1)[C:26]1[CH:27]=[CH:28][CH:29]=[CH:30][CH:31]=1. The yield is 0.0600. (5) The reactants are C1(P(C2CCCCC2)C2C=CC=CC=2C2C=CC=CC=2)CCCCC1.[CH3:26][O:27][C:28]1[CH:29]=[C:30]([NH2:40])[CH:31]=[CH:32][C:33]=1[N:34]1[CH:38]=[C:37]([CH3:39])[N:36]=[CH:35]1.Cl[C:42]1[N:47]=[C:46]([O:48][CH:49]2[CH2:53][CH2:52][CH2:51][CH2:50]2)[CH:45]=[C:44]([CH3:54])[N:43]=1.ClC1C=C(C)N=C(OC2CCCC2)N=1. The catalyst is O1CCOCC1.C([O-])(=O)C.[Pd+2].C([O-])(=O)C. The product is [CH:49]1([O:48][C:46]2[CH:45]=[C:44]([CH3:54])[N:43]=[C:42]([NH:40][C:30]3[CH:31]=[CH:32][C:33]([N:34]4[CH:38]=[C:37]([CH3:39])[N:36]=[CH:35]4)=[C:28]([O:27][CH3:26])[CH:29]=3)[N:47]=2)[CH2:50][CH2:51][CH2:52][CH2:53]1. The yield is 0.370.